From a dataset of Catalyst prediction with 721,799 reactions and 888 catalyst types from USPTO. Predict which catalyst facilitates the given reaction. (1) Reactant: C(O)(C(F)(F)F)=O.[F:8][C:9]([F:45])([F:44])[C:10]1[CH:11]=[C:12]([NH:20][NH:21][C:22](=[O:43])[CH:23]([N:30]2[CH2:35][CH2:34][N:33](C(OC(C)(C)C)=O)[CH2:32][CH2:31]2)[C:24]2[CH:25]=[N:26][CH:27]=[N:28][CH:29]=2)[CH:13]=[C:14]([C:16]([F:19])([F:18])[F:17])[CH:15]=1. Product: [F:19][C:16]([F:17])([F:18])[C:14]1[CH:13]=[C:12]([NH:20][NH:21][C:22](=[O:43])[CH:23]([N:30]2[CH2:35][CH2:34][NH:33][CH2:32][CH2:31]2)[C:24]2[CH:25]=[N:26][CH:27]=[N:28][CH:29]=2)[CH:11]=[C:10]([C:9]([F:8])([F:44])[F:45])[CH:15]=1. The catalyst class is: 2. (2) Reactant: [CH3:1][O:2][C:3]1[CH:19]=[CH:18][CH:17]=[CH:16][C:4]=1[O:5][CH2:6][CH:7]([OH:15])[CH2:8][N:9]1[CH2:14][CH2:13][NH:12][CH2:11][CH2:10]1.[CH3:20][O:21][C:22]1[CH:32]=[CH:31][CH:30]=[CH:29][C:23]=1[O:24][CH2:25][CH:26]1[CH2:28][O:27]1. Product: [OH:15][CH:7]([CH2:6][O:5][C:4]1[CH:16]=[CH:17][CH:18]=[CH:19][C:3]=1[O:2][CH3:1])[CH2:8][N:9]1[CH2:14][CH2:13][N:12]([CH2:28][CH:26]([OH:27])[CH2:25][O:24][C:23]2[CH:29]=[CH:30][CH:31]=[CH:32][C:22]=2[O:21][CH3:20])[CH2:11][CH2:10]1. The catalyst class is: 5. (3) Reactant: [Cl:1][C:2]1[N:7]=[C:6](Cl)[C:5]([O:9][CH3:10])=[CH:4][N:3]=1.[CH:11]1([CH:14]([N:18]2[CH:22]=[C:21](B3OC(C)(C)C(C)(C)O3)[CH:20]=[N:19]2)[CH2:15][C:16]#[N:17])[CH2:13][CH2:12]1.P([O-])([O-])([O-])=O.[K+].[K+].[K+].O1CCOCC1.O. Product: [Cl:1][C:2]1[N:7]=[C:6]([C:21]2[CH:20]=[N:19][N:18]([CH:14]([CH:11]3[CH2:13][CH2:12]3)[CH2:15][C:16]#[N:17])[CH:22]=2)[C:5]([O:9][CH3:10])=[CH:4][N:3]=1. The catalyst class is: 518. (4) Reactant: CCCP(O)(O)=O.[CH3:8][O:9][C@@H:10]1[C@@:15]([O:22][CH3:23])([C:16]2[CH:21]=[CH:20][CH:19]=[CH:18][CH:17]=2)[CH2:14][CH2:13][NH:12][CH2:11]1.C(N(CC)CC)C.[C:31]([O:35][C:36]([N:38]1[CH2:42][C@@H:41]([C:43]2[CH:48]=[CH:47][C:46]([F:49])=[CH:45][C:44]=2[F:50])[C@H:40]([C:51](O)=[O:52])[CH2:39]1)=[O:37])([CH3:34])([CH3:33])[CH3:32]. Product: [F:50][C:44]1[CH:45]=[C:46]([F:49])[CH:47]=[CH:48][C:43]=1[C@H:41]1[C@H:40]([C:51]([N:12]2[CH2:13][CH2:14][C@:15]([O:22][CH3:23])([C:16]3[CH:17]=[CH:18][CH:19]=[CH:20][CH:21]=3)[C@@H:10]([O:9][CH3:8])[CH2:11]2)=[O:52])[CH2:39][N:38]([C:36]([O:35][C:31]([CH3:34])([CH3:33])[CH3:32])=[O:37])[CH2:42]1. The catalyst class is: 4. (5) Reactant: [OH:1][C:2]1[CH:3]=[CH:4][C:5]2[CH2:11][CH2:10][C:9]([CH3:13])([CH3:12])[C:8](=[O:14])[NH:7][C:6]=2[CH:15]=1.Br[CH2:17][CH2:18][CH2:19][CH2:20][Cl:21].C(=O)([O-])[O-].[Cs+].[Cs+]. Product: [Cl:21][CH2:20][CH2:19][CH2:18][CH2:17][O:1][C:2]1[CH:3]=[CH:4][C:5]2[CH2:11][CH2:10][C:9]([CH3:12])([CH3:13])[C:8](=[O:14])[NH:7][C:6]=2[CH:15]=1. The catalyst class is: 8. (6) Reactant: [CH2:1]([O:8][C:9]([N:11]1[CH2:16][CH2:15][CH:14]([C:17]([OH:19])=O)[CH2:13][CH2:12]1)=[O:10])[C:2]1[CH:7]=[CH:6][CH:5]=[CH:4][CH:3]=1.C[N:21]1CCOCC1.C(Cl)(=O)OCC(C)C.N. Product: [CH2:1]([O:8][C:9]([N:11]1[CH2:16][CH2:15][CH:14]([C:17](=[O:19])[NH2:21])[CH2:13][CH2:12]1)=[O:10])[C:2]1[CH:7]=[CH:6][CH:5]=[CH:4][CH:3]=1. The catalyst class is: 7. (7) Reactant: [H-].[Na+].C(P([CH2:8][C:9]([O:11][C:12]([CH3:15])([CH3:14])[CH3:13])=[O:10])CC)C.[CH:16]([C:18]1[CH:23]=[CH:22][CH:21]=[CH:20][N:19]=1)=O.O. Product: [N:19]1[CH:20]=[CH:21][CH:22]=[CH:23][C:18]=1/[CH:16]=[CH:8]/[C:9]([O:11][C:12]([CH3:13])([CH3:14])[CH3:15])=[O:10]. The catalyst class is: 392. (8) Reactant: C(O[C:6]([NH:8][C:9]1[CH:14]=[CH:13][C:12]([CH:15]2[CH2:20][CH2:19][N:18](C(OC(C)(C)C)=O)[CH2:17][CH2:16]2)=[CH:11][C:10]=1[F:28])=O)(C)(C)C.CS(C1[N:38]=[C:37]([CH2:39][CH2:40][C:41]2[CH:46]=[CH:45][CH:44]=[CH:43][C:42]=2[CH2:47][C:48]([O:50][CH3:51])=[O:49])[C:36]([C:52]([F:55])([F:54])[F:53])=[CH:35][N:34]=1)(=O)=O.C(O)(C(F)(F)F)=O. Product: [F:28][C:10]1[CH:11]=[C:12]([CH:15]2[CH2:16][CH2:17][NH:18][CH2:19][CH2:20]2)[CH:13]=[CH:14][C:9]=1[NH:8][C:6]1[N:38]=[C:37]([CH2:39][CH2:40][C:41]2[CH:46]=[CH:45][CH:44]=[CH:43][C:42]=2[CH2:47][C:48]([O:50][CH3:51])=[O:49])[C:36]([C:52]([F:53])([F:54])[F:55])=[CH:35][N:34]=1. The catalyst class is: 836.